Dataset: Forward reaction prediction with 1.9M reactions from USPTO patents (1976-2016). Task: Predict the product of the given reaction. Given the reactants [CH2:1]([N:8]([CH2:22][CH2:23][OH:24])[C:9]([CH:11]1[CH:13]([C:14]2[CH:19]=[CH:18][C:17]([Cl:20])=[C:16]([Cl:21])[CH:15]=2)[O:12]1)=[O:10])[C:2]1[CH:7]=[CH:6][CH:5]=[CH:4][CH:3]=1, predict the reaction product. The product is: [CH2:1]([N:8]1[C:9](=[O:10])[CH:11]([OH:12])[CH:13]([C:14]2[CH:19]=[CH:18][C:17]([Cl:20])=[C:16]([Cl:21])[CH:15]=2)[O:24][CH2:23][CH2:22]1)[C:2]1[CH:7]=[CH:6][CH:5]=[CH:4][CH:3]=1.